This data is from Acute oral toxicity (LD50) regression data from Zhu et al.. The task is: Regression/Classification. Given a drug SMILES string, predict its toxicity properties. Task type varies by dataset: regression for continuous values (e.g., LD50, hERG inhibition percentage) or binary classification for toxic/non-toxic outcomes (e.g., AMES mutagenicity, cardiotoxicity, hepatotoxicity). Dataset: ld50_zhu. (1) The drug is OCC(F)(F)F. The rat oral LD50 is 2.62, given as -log10 of the dose in mol/kg body weight (higher means more acutely toxic). (2) The compound is CCOc1ccccc1OCC1CNCCO1. The rat oral LD50 is 2.07, given as -log10 of the dose in mol/kg body weight (higher means more acutely toxic). (3) The drug is CCOC1CC(C)C=CO1. The rat oral LD50 is 1.62, given as -log10 of the dose in mol/kg body weight (higher means more acutely toxic). (4) The drug is CC1CC(C)C(=O)C(C(O)CC2CC(=O)NC(=O)C2)C1. The rat oral LD50 is 5.15, given as -log10 of the dose in mol/kg body weight (higher means more acutely toxic).